Dataset: Reaction yield outcomes from USPTO patents with 853,638 reactions. Task: Predict the reaction yield, written as a fraction of the theoretical maximum amount of product (1.0 means a 100% yield; for example, 0.34 means a 34% yield). (1) The product is [CH2:1]([O:3][C:4]([C:6]1[CH:7]=[N:8][N:9]([C:11]2[N:20]([CH2:21][O:22][CH2:23][CH2:24][Si:25]([CH3:28])([CH3:27])[CH3:26])[C:19](=[O:29])[C:18]3[C:13](=[CH:14][CH:15]=[C:16]([CH:31]4[CH2:33][CH2:32]4)[CH:17]=3)[N:12]=2)[CH:10]=1)=[O:5])[CH3:2]. The yield is 0.260. The reactants are [CH2:1]([O:3][C:4]([C:6]1[CH:7]=[N:8][N:9]([C:11]2[N:20]([CH2:21][O:22][CH2:23][CH2:24][Si:25]([CH3:28])([CH3:27])[CH3:26])[C:19](=[O:29])[C:18]3[C:13](=[CH:14][CH:15]=[C:16](Br)[CH:17]=3)[N:12]=2)[CH:10]=1)=[O:5])[CH3:2].[CH:31]1(B(O)O)[CH2:33][CH2:32]1.C([O-])([O-])=O.[K+].[K+]. The catalyst is [CH-]1C=C(P(C2C=CC=CC=2)C2C=CC=CC=2)C=C1.[CH-]1C=C(P(C2C=CC=CC=2)C2C=CC=CC=2)C=C1.Cl[Pd]Cl.[Fe+2].C1COCC1. (2) The reactants are [F:1][C:2]([F:25])([CH2:21][CH:22]([CH3:24])[CH3:23])[CH2:3][C@H:4]([NH:8][C@@H:9]([C:14]1[CH:19]=[CH:18][C:17]([F:20])=[CH:16][CH:15]=1)[C:10]([F:13])([F:12])[F:11])[C:5](O)=[O:6].CN(C(ON1N=[N:41][C:36]2[CH:37]=[CH:38]C=N[C:35]1=2)=[N+](C)C)C.F[P-](F)(F)(F)(F)F.CN1CCO[CH2:53][CH2:52]1.CC([O:61]C)(C)C.[CH3:63][N:64](C)[CH:65]=[O:66]. The catalyst is ClCCl.C(OCC)(=O)C.C(OCC)C.CCCCCC. The product is [CH:63]1([NH:64][C:65](=[O:66])[CH:35]([OH:61])[C@@H:36]([NH:41][C:5](=[O:6])[C@@H:4]([NH:8][C@@H:9]([C:14]2[CH:15]=[CH:16][C:17]([F:20])=[CH:18][CH:19]=2)[C:10]([F:12])([F:11])[F:13])[CH2:3][C:2]([F:1])([F:25])[CH2:21][CH:22]([CH3:24])[CH3:23])[CH2:37][CH3:38])[CH2:53][CH2:52]1. The yield is 0.796. (3) The reactants are [OH:1][CH2:2][CH2:3][CH2:4][CH2:5][CH2:6][CH2:7][NH:8][C:9](=[O:13])[C:10]([CH3:12])=[CH2:11].C(Cl)Cl.[CH:17]([P:19](=[O:26])([O:23][CH2:24][CH3:25])[O:20][CH2:21][CH3:22])=[CH2:18]. No catalyst specified. The product is [CH2:21]([O:20][P:19]([CH2:17][CH2:18][O:1][CH2:2][CH2:3][CH2:4][CH2:5][CH2:6][CH2:7][NH:8][C:9](=[O:13])[C:10]([CH3:12])=[CH2:11])([O:23][CH2:24][CH3:25])=[O:26])[CH3:22]. The yield is 0.870. (4) The reactants are [CH3:1][O:2][C:3]1[CH:28]=[C:27]([C:29]2[CH:33]=[CH:32][S:31][CH:30]=2)[CH:26]=[CH:25][C:4]=1[O:5][CH2:6][CH2:7][CH2:8][O:9][C:10]1[CH:11]=[C:12]2[C:16](=[CH:17][CH:18]=1)[C@H:15]([CH2:19][C:20]([O:22]CC)=[O:21])[CH2:14][CH2:13]2.[Li+].[OH-]. The product is [CH3:1][O:2][C:3]1[CH:28]=[C:27]([C:29]2[CH:33]=[CH:32][S:31][CH:30]=2)[CH:26]=[CH:25][C:4]=1[O:5][CH2:6][CH2:7][CH2:8][O:9][C:10]1[CH:11]=[C:12]2[C:16](=[CH:17][CH:18]=1)[C@H:15]([CH2:19][C:20]([OH:22])=[O:21])[CH2:14][CH2:13]2. The yield is 0.730. The catalyst is CCO.C1COCC1.O. (5) The reactants are Br[C:2]1[N:6]([CH2:7][CH:8]2[CH2:13][CH2:12][CH2:11][CH2:10][CH2:9]2)[C:5]([CH3:14])=[C:4]([S:15]([NH:18][CH2:19][C:20]([CH3:26])([CH3:25])[C:21]([O:23][CH3:24])=[O:22])(=[O:17])=[O:16])[CH:3]=1.[C:27]([NH:31][S:32]([C:35]1[CH:40]=[CH:39][C:38](B2OC(C)(C)C(C)(C)O2)=[CH:37][C:36]=1[C:50]([CH3:53])([CH3:52])[CH3:51])(=[O:34])=[O:33])([CH3:30])([CH3:29])[CH3:28].C([O-])([O-])=O.[Cs+].[Cs+]. The catalyst is O1CCOCC1.O.C1C=CC(P(C2C=CC=CC=2)[C-]2C=CC=C2)=CC=1.C1C=CC(P(C2C=CC=CC=2)[C-]2C=CC=C2)=CC=1.Cl[Pd]Cl.[Fe+2]. The product is [C:50]([C:36]1[CH:37]=[C:38]([C:2]2[N:6]([CH2:7][CH:8]3[CH2:13][CH2:12][CH2:11][CH2:10][CH2:9]3)[C:5]([CH3:14])=[C:4]([S:15]([NH:18][CH2:19][C:20]([CH3:26])([CH3:25])[C:21]([O:23][CH3:24])=[O:22])(=[O:17])=[O:16])[CH:3]=2)[CH:39]=[CH:40][C:35]=1[S:32](=[O:33])(=[O:34])[NH:31][C:27]([CH3:30])([CH3:29])[CH3:28])([CH3:53])([CH3:51])[CH3:52]. The yield is 0.440.